Regression/Classification. Given a drug SMILES string, predict its absorption, distribution, metabolism, or excretion properties. Task type varies by dataset: regression for continuous measurements (e.g., permeability, clearance, half-life) or binary classification for categorical outcomes (e.g., BBB penetration, CYP inhibition). For this dataset (b3db_regression), we predict Y. From a dataset of Blood-brain barrier permeability regression values from the B3DB database. (1) The compound is CCN1N=C(N=N1)NC(=O)C2C3=CC=CC=C3OC4=CC=CC=C24. The Y is -0.800 log(BB ratio). (2) The compound is CCCCC1CCN(CC1)CCCN2C(=O)CCC3=CC=CC=C32. The Y is 0.600 log(BB ratio). (3) The compound is CN(C)CC1=CC(=CC=C1)C2=NC(=NN2COC)C3=CC=C(C=C3)OC. The Y is 1.38 log(BB ratio).